Dataset: Full USPTO retrosynthesis dataset with 1.9M reactions from patents (1976-2016). Task: Predict the reactants needed to synthesize the given product. The reactants are: CO[C:3](=[O:14])[C:4]1[C:9]([Cl:10])=[CH:8][C:7]([Br:11])=[CH:6][C:5]=1[CH2:12]Br.[Cl:15][C:16]1[CH:23]=[CH:22][C:19]([CH2:20][NH2:21])=[CH:18][CH:17]=1.C([O-])([O-])=O.[K+].[K+].C(OCC)(=O)C. Given the product [Br:11][C:7]1[CH:6]=[C:5]2[C:4](=[C:9]([Cl:10])[CH:8]=1)[C:3](=[O:14])[N:21]([CH2:20][C:19]1[CH:22]=[CH:23][C:16]([Cl:15])=[CH:17][CH:18]=1)[CH2:12]2, predict the reactants needed to synthesize it.